From a dataset of Forward reaction prediction with 1.9M reactions from USPTO patents (1976-2016). Predict the product of the given reaction. (1) Given the reactants [C:1]([C:4]1[C:5]([NH:22][C:23]2[CH:24]=[N:25][N:26]([CH:28]3[CH2:33][CH2:32][N:31](C(OC(C)(C)C)=O)[CH2:30][CH2:29]3)[CH:27]=2)=[N:6][C:7]([N:10]2[CH2:15][CH2:14][CH2:13][C@@H:12]([NH:16][C:17]([N:19]([CH3:21])[CH3:20])=[O:18])[CH2:11]2)=[CH:8][N:9]=1)(=[O:3])[NH2:2].C(Cl)Cl.C(O)(C(F)(F)F)=O, predict the reaction product. The product is: [CH3:20][N:19]([CH3:21])[C:17](=[O:18])[NH:16][C@@H:12]1[CH2:13][CH2:14][CH2:15][N:10]([C:7]2[N:6]=[C:5]([NH:22][C:23]3[CH:24]=[N:25][N:26]([CH:28]4[CH2:29][CH2:30][NH:31][CH2:32][CH2:33]4)[CH:27]=3)[C:4]([C:1]([NH2:2])=[O:3])=[N:9][CH:8]=2)[CH2:11]1. (2) Given the reactants Br[C:2]1[CH:7]=[CH:6][N:5]=[C:4]([C:8]2([C:11]#[N:12])[CH2:10][CH2:9]2)[CH:3]=1.[C:13]([O:17][C:18](=[O:26])[NH:19][C:20]1[S:21][CH:22]=[C:23]([CH3:25])[N:24]=1)([CH3:16])([CH3:15])[CH3:14], predict the reaction product. The product is: [C:13]([O:17][C:18](=[O:26])[NH:19][C:20]1[S:21][C:22]([C:2]2[CH:7]=[CH:6][N:5]=[C:4]([C:8]3([C:11]#[N:12])[CH2:10][CH2:9]3)[CH:3]=2)=[C:23]([CH3:25])[N:24]=1)([CH3:16])([CH3:15])[CH3:14]. (3) Given the reactants C[C:2]1C=[CH:6][CH:5]=[CH:4][C:3]=1[S:8]([N:11]1[C:19]2[CH:18]=[CH:17][CH:16]=[C:15]([CH:20]=[O:21])[C:14]=2[CH:13]=[CH:12]1)(=[O:10])=[O:9].[N:22]1C=CC=C(S(N2C3C(=C(C=C)C=CC=3)C=C2)(=O)=O)C=1.N1C(C)=CC=CC=1C.I([O-])(=O)(=O)=O.[Na+], predict the reaction product. The product is: [N:22]1[CH:6]=[CH:5][CH:4]=[C:3]([S:8]([N:11]2[C:19]3[CH:18]=[CH:17][CH:16]=[C:15]([CH:20]=[O:21])[C:14]=3[CH:13]=[CH:12]2)(=[O:10])=[O:9])[CH:2]=1. (4) Given the reactants [CH3:1][O:2][C:3]1[CH:8]=[CH:7][C:6]([C:9]2[CH:14]=[C:13]([CH2:15][CH:16]3[CH2:21][CH2:20][O:19][CH2:18][CH2:17]3)[N:12]=[C:11]([N:22]3[CH2:27][CH2:26][N:25]([CH3:28])[CH2:24][CH2:23]3)[CH:10]=2)=[CH:5][CH:4]=1.[C:29]([OH:36])(=[O:35])/[CH:30]=[CH:31]/[C:32]([OH:34])=[O:33], predict the reaction product. The product is: [C:29]([OH:36])(=[O:35])/[CH:30]=[CH:31]/[C:32]([OH:34])=[O:33].[CH3:1][O:2][C:3]1[CH:8]=[CH:7][C:6]([C:9]2[CH:14]=[C:13]([CH2:15][CH:16]3[CH2:17][CH2:18][O:19][CH2:20][CH2:21]3)[N:12]=[C:11]([N:22]3[CH2:27][CH2:26][N:25]([CH3:28])[CH2:24][CH2:23]3)[CH:10]=2)=[CH:5][CH:4]=1.